Dataset: Reaction yield outcomes from USPTO patents with 853,638 reactions. Task: Predict the reaction yield, written as a fraction of the theoretical maximum amount of product (1.0 means a 100% yield; for example, 0.34 means a 34% yield). The reactants are [C:1]([C:3]1[C:11]2[C:6](=[CH:7][CH:8]=[C:9](OC)[CH:10]=2)[N:5]([CH2:14][CH3:15])[C:4]=1[C:16]1[CH:25]=[CH:24][C:19]([C:20]([O:22]C)=[O:21])=[CH:18][CH:17]=1)#[N:2].[OH-].[Na+].C1C[O:31][CH2:30]C1. The catalyst is O. The product is [C:1]([C:3]1[C:11]2[C:6](=[CH:7][C:8]([O:31][CH3:30])=[CH:9][CH:10]=2)[N:5]([CH2:14][CH3:15])[C:4]=1[C:16]1[CH:17]=[CH:18][C:19]([C:20]([OH:22])=[O:21])=[CH:24][CH:25]=1)#[N:2]. The yield is 0.920.